Dataset: Forward reaction prediction with 1.9M reactions from USPTO patents (1976-2016). Task: Predict the product of the given reaction. (1) Given the reactants C[O:2][C:3](=[O:29])[CH2:4][CH2:5][C:6]1[C:7](=[O:28])[N:8]([NH:13][C:14]([C:16]2[CH:17]=[N:18][C:19]([C:22]3[CH:27]=[CH:26][CH:25]=[CH:24][CH:23]=3)=[N:20][CH:21]=2)=[O:15])[C:9](=[O:12])[NH:10][CH:11]=1.[Li+].[OH-], predict the reaction product. The product is: [O:12]=[C:9]1[N:8]([NH:13][C:14]([C:16]2[CH:21]=[N:20][C:19]([C:22]3[CH:27]=[CH:26][CH:25]=[CH:24][CH:23]=3)=[N:18][CH:17]=2)=[O:15])[C:7](=[O:28])[C:6]([CH2:5][CH2:4][C:3]([OH:29])=[O:2])=[CH:11][NH:10]1. (2) Given the reactants [F:1][C:2]1[CH:3]=[CH:4][C:5]2[S:9][C:8]([CH3:10])=[N:7][C:6]=2[CH:11]=1.[I:12][CH3:13], predict the reaction product. The product is: [I-:12].[F:1][C:2]1[CH:3]=[CH:4][C:5]2[S:9][C:8]([CH3:10])=[N+:7]([CH3:13])[C:6]=2[CH:11]=1.